Predict which catalyst facilitates the given reaction. From a dataset of Catalyst prediction with 721,799 reactions and 888 catalyst types from USPTO. (1) Reactant: [C:1]([O:5][C:6](=[O:45])[CH2:7][CH:8]([NH:17][CH2:18][CH2:19][N:20](C(OCC1C=CC=CC=1)=O)[CH2:21][CH:22]=[CH:23][C:24]1[CH:29]=[CH:28][CH:27]=[C:26]([NH:30][CH2:31][CH:32]2[CH2:34][CH2:33]2)[N:25]=1)[C:9]1[CH:10]=[N:11][C:12]([O:15][CH3:16])=[CH:13][CH:14]=1)([CH3:4])([CH3:3])[CH3:2].[H][H]. Product: [C:1]([O:5][C:6](=[O:45])[CH2:7][CH:8]([NH:17][CH2:18][CH2:19][NH:20][CH2:21][CH2:22][CH2:23][C:24]1[CH:29]=[CH:28][CH:27]=[C:26]([NH:30][CH2:31][CH:32]2[CH2:34][CH2:33]2)[N:25]=1)[C:9]1[CH:10]=[N:11][C:12]([O:15][CH3:16])=[CH:13][CH:14]=1)([CH3:4])([CH3:2])[CH3:3]. The catalyst class is: 50. (2) Reactant: N[C:2]1[CH:10]=[CH:9][C:8](Cl)=[CH:7][C:3]=1[C:4]([OH:6])=[O:5].C[N:13]([CH3:16])C=O.[Br:17]N1C(=O)CCC1=O. Product: [NH2:13][C:16]1[C:8]([CH3:7])=[CH:9][C:10]([Br:17])=[CH:2][C:3]=1[C:4]([OH:6])=[O:5]. The catalyst class is: 6.